Dataset: Peptide-MHC class I binding affinity with 185,985 pairs from IEDB/IMGT. Task: Regression. Given a peptide amino acid sequence and an MHC pseudo amino acid sequence, predict their binding affinity value. This is MHC class I binding data. (1) The peptide sequence is RMILPMSRAFR. The MHC is HLA-A03:01 with pseudo-sequence HLA-A03:01. The binding affinity (normalized) is 0.371. (2) The peptide sequence is GHMMVIFRL. The MHC is HLA-A31:01 with pseudo-sequence HLA-A31:01. The binding affinity (normalized) is 0.0847. (3) The peptide sequence is CFTSLVWAPLILA. The MHC is HLA-A24:02 with pseudo-sequence HLA-A24:02. The binding affinity (normalized) is 0.241. (4) The peptide sequence is FRRVAHSSL. The MHC is HLA-A02:06 with pseudo-sequence HLA-A02:06. The binding affinity (normalized) is 0.0847. (5) The binding affinity (normalized) is 0.392. The MHC is HLA-A29:02 with pseudo-sequence HLA-A29:02. The peptide sequence is GAEHVDTSY.